Dataset: Reaction yield outcomes from USPTO patents with 853,638 reactions. Task: Predict the reaction yield, written as a fraction of the theoretical maximum amount of product (1.0 means a 100% yield; for example, 0.34 means a 34% yield). (1) The reactants are [CH:1]1[CH:6]=[C:5](Cl)[CH:4]=[C:3]([C:8]([O:10]O)=[O:9])[CH:2]=1.C([O-])(O)=O.[Na+].C([CH:25]([O:32][C:33]([NH:35][CH2:36][C:37]1([CH2:43][C:44]([OH:46])=[O:45])[CH2:42][CH2:41][CH2:40][CH2:39][CH2:38]1)=[O:34])[C:26]1[CH:31]=[CH:30][CH:29]=[CH:28][CH:27]=1)(=O)C1C=CC=CC=1.C(O)(=O)CC(CC(O)=O)(C(O)=O)O. The catalyst is C(Cl)Cl. The product is [C:8]([O:10][CH:25]([O:32][C:33]([NH:35][CH2:36][C:37]1([CH2:43][C:44]([OH:46])=[O:45])[CH2:38][CH2:39][CH2:40][CH2:41][CH2:42]1)=[O:34])[C:26]1[CH:27]=[CH:28][CH:29]=[CH:30][CH:31]=1)(=[O:9])[C:3]1[CH:4]=[CH:5][CH:6]=[CH:1][CH:2]=1. The yield is 0.490. (2) The reactants are [H-].[Na+].[CH2:3]([O:10][CH:11]([CH2:14][OH:15])[CH2:12][OH:13])[C:4]1[CH:9]=[CH:8][CH:7]=[CH:6][CH:5]=1.O.[CH2:17]1[CH2:21][O:20][CH2:19][CH2:18]1. No catalyst specified. The product is [CH2:3]([O:10][CH:11]1[CH2:12][O:13][CH2:17][CH2:21][O:20][CH2:19][CH2:18][O:15][CH2:14]1)[C:4]1[CH:9]=[CH:8][CH:7]=[CH:6][CH:5]=1. The yield is 0.190. (3) The reactants are [C:1]([O:5][C:6](=[O:15])[NH:7][C:8]1[O:9][CH:10]([CH3:14])[C:11](=[O:13])[N:12]=1)([CH3:4])([CH3:3])[CH3:2].[F:16][C:17]([F:30])([F:29])[S:18](O[S:18]([C:17]([F:30])([F:29])[F:16])(=[O:20])=[O:19])(=[O:20])=[O:19].N1C(C)=CC=CC=1C. The catalyst is ClCCl. The product is [C:1]([O:5][C:6]([NH:7][C:8]1[O:9][C:10]([CH3:14])=[C:11]([O:13][S:18]([C:17]([F:30])([F:29])[F:16])(=[O:20])=[O:19])[N:12]=1)=[O:15])([CH3:4])([CH3:2])[CH3:3]. The yield is 0.310. (4) The reactants are C1(P(C2C=CC=CC=2)C2C=CC=CC=2)C=CC=CC=1.N(C(OC(C)C)=O)=NC(OC(C)C)=O.[N:34]1([CH2:39][CH2:40][OH:41])[CH2:38][CH2:37][CH2:36][CH2:35]1.[CH3:42][O:43][C:44]1[CH:49]=[C:48]([C:50]2[CH:51]=[C:52]3[C:58]([C:59]4[CH:64]=[CH:63][CH:62]=[CH:61][C:60]=4[O:65][CH3:66])=[CH:57][NH:56][C:53]3=[N:54][CH:55]=2)[CH:47]=[CH:46][C:45]=1O. The catalyst is C(Cl)Cl. The product is [CH3:66][O:65][C:60]1[CH:61]=[CH:62][CH:63]=[CH:64][C:59]=1[C:58]1[C:52]2[C:53](=[N:54][CH:55]=[C:50]([C:48]3[CH:47]=[CH:46][C:45]([O:41][CH2:40][CH2:39][N:34]4[CH2:38][CH2:37][CH2:36][CH2:35]4)=[C:44]([O:43][CH3:42])[CH:49]=3)[CH:51]=2)[NH:56][CH:57]=1. The yield is 0.0800. (5) The reactants are [C:1](=[O:4])([O-])[O-].[K+].[K+].CI.[Br:9][C:10]1[CH:19]=[C:18]2[C:13]([CH:14]=[CH:15][CH:16]=[C:17]2O)=[CH:12][CH:11]=1. The catalyst is CC(C)=O. The product is [Br:9][C:10]1[CH:19]=[C:18]2[C:13]([CH:14]=[CH:15][CH:16]=[C:17]2[O:4][CH3:1])=[CH:12][CH:11]=1. The yield is 0.880. (6) The reactants are [NH2:1][CH:2]1[CH2:7][CH2:6][N:5]([CH2:8][CH2:9][N:10]2[C:15]3[CH:16]=[C:17]([S:20]([CH3:23])(=[O:22])=[O:21])[CH:18]=[CH:19][C:14]=3[O:13][CH2:12][C:11]2=[O:24])[CH2:4][CH2:3]1.[O:25]=[C:26]1[CH2:31][O:30][C:29]2[CH:32]=[CH:33][C:34]([CH:36]=O)=[N:35][C:28]=2[NH:27]1.[C:38]([BH3-])#N.[Na+]. No catalyst specified. The product is [CH2:23]([S:20]([C:17]1[CH:18]=[CH:19][C:14]2[O:13][CH2:12][C:11](=[O:24])[N:10]([CH2:9][CH2:8][N:5]3[CH2:6][CH2:7][CH:2]([NH:1][CH2:36][C:34]4[CH:33]=[CH:32][C:29]5[O:30][CH2:31][C:26](=[O:25])[NH:27][C:28]=5[N:35]=4)[CH2:3][CH2:4]3)[C:15]=2[CH:16]=1)(=[O:22])=[O:21])[CH3:38]. The yield is 0.190.